Dataset: Reaction yield outcomes from USPTO patents with 853,638 reactions. Task: Predict the reaction yield, written as a fraction of the theoretical maximum amount of product (1.0 means a 100% yield; for example, 0.34 means a 34% yield). The reactants are [Br:1][C:2]1[CH:7]=[C:6]([F:8])[CH:5]=[CH:4][C:3]=1[CH:9]1[C:14]([C:15]([O:17][CH2:18][CH3:19])=[O:16])=[C:13]([CH2:20]Br)[NH:12][C:11]([C:22]2[S:23][CH:24]=[CH:25][N:26]=2)=[N:10]1.[NH:27]1[CH2:32][CH2:31][O:30][CH2:29][CH:28]1[CH2:33][CH:34]([C:40]([O:42][CH2:43][CH3:44])=[O:41])[C:35]([O:37][CH2:38][CH3:39])=[O:36]. No catalyst specified. The yield is 0.470. The product is [Br:1][C:2]1[CH:7]=[C:6]([F:8])[CH:5]=[CH:4][C:3]=1[CH:9]1[N:10]=[C:11]([C:22]2[S:23][CH:24]=[CH:25][N:26]=2)[NH:12][C:13]([CH2:20][N:27]2[CH2:32][CH2:31][O:30][CH2:29][CH:28]2[CH2:33][CH:34]([C:40]([O:42][CH2:43][CH3:44])=[O:41])[C:35]([O:37][CH2:38][CH3:39])=[O:36])=[C:14]1[C:15]([O:17][CH2:18][CH3:19])=[O:16].